The task is: Predict the reactants needed to synthesize the given product.. This data is from Full USPTO retrosynthesis dataset with 1.9M reactions from patents (1976-2016). (1) Given the product [F:1][C:2]1[CH:3]=[C:4]2[C:9](=[CH:10][CH:11]=1)[N:8]=[C:7]([CH:12]([NH2:14])[CH3:13])[C:6]([C:22]1[CH:27]=[CH:26][CH:25]=[CH:24][N:23]=1)=[C:5]2[C:28]1[O:29][C:30]([CH3:33])=[N:31][N:32]=1, predict the reactants needed to synthesize it. The reactants are: [F:1][C:2]1[CH:3]=[C:4]2[C:9](=[CH:10][CH:11]=1)[N:8]=[C:7]([CH:12]([NH:14]C(=O)OC(C)(C)C)[CH3:13])[C:6]([C:22]1[CH:27]=[CH:26][CH:25]=[CH:24][N:23]=1)=[C:5]2[C:28]1[O:29][C:30]([CH3:33])=[N:31][N:32]=1.O1CCOCC1. (2) Given the product [CH:25]([N:22]1[CH2:23][CH2:24][N:19]([C:17]([C:14]2[CH:15]=[CH:16][C:11]([C:8]3[N:9]=[CH:10][C:5]4[N:6]([C:2]([C:33]5[CH:34]=[CH:35][C:30]([C:28]#[N:29])=[CH:31][CH:32]=5)=[CH:3][N:4]=4)[CH:7]=3)=[CH:12][CH:13]=2)=[O:18])[CH2:20][CH2:21]1)([CH3:26])[CH3:27], predict the reactants needed to synthesize it. The reactants are: I[C:2]1[N:6]2[CH:7]=[C:8]([C:11]3[CH:16]=[CH:15][C:14]([C:17]([N:19]4[CH2:24][CH2:23][N:22]([CH:25]([CH3:27])[CH3:26])[CH2:21][CH2:20]4)=[O:18])=[CH:13][CH:12]=3)[N:9]=[CH:10][C:5]2=[N:4][CH:3]=1.[C:28]([C:30]1[CH:35]=[CH:34][C:33](B(O)O)=[CH:32][CH:31]=1)#[N:29]. (3) Given the product [C:1]([O:5][C:6]([NH:8][CH2:9][C:10]1[CH:15]=[CH:14][C:13]([NH:16]/[C:17](=[C:36]2\[C:37](=[O:51])[NH:38][C:39]3[C:44]\2=[CH:43][C:42]([N+:45]([O-:47])=[O:46])=[CH:41][CH:40]=3)/[C:18]2[CH:23]=[CH:22][C:21]([CH2:24][NH2:25])=[CH:20][CH:19]=2)=[CH:12][CH:11]=1)=[O:7])([CH3:4])([CH3:2])[CH3:3], predict the reactants needed to synthesize it. The reactants are: [C:1]([O:5][C:6]([NH:8][CH2:9][C:10]1[CH:15]=[CH:14][C:13]([NH:16]/[C:17](=[C:36]2\[C:37](=[O:51])[N:38](C(=O)C)[C:39]3[C:44]\2=[CH:43][C:42]([N+:45]([O-:47])=[O:46])=[CH:41][CH:40]=3)/[C:18]2[CH:23]=[CH:22][C:21]([CH2:24][N:25]3C(=O)C4=CC=CC=C4C3=O)=[CH:20][CH:19]=2)=[CH:12][CH:11]=1)=[O:7])([CH3:4])([CH3:3])[CH3:2].O.NN. (4) Given the product [F:22][C:18]1[CH:17]=[C:16]([N:6]([CH2:5][C@H:2]2[CH2:3][O:4][C:24]([NH2:23])=[N:1]2)[CH2:7][C:8]2[CH:9]=[CH:10][C:11]([O:14][CH3:15])=[CH:12][CH:13]=2)[CH:21]=[CH:20][CH:19]=1, predict the reactants needed to synthesize it. The reactants are: [NH2:1][C@@H:2]([CH2:5][N:6]([C:16]1[CH:21]=[CH:20][CH:19]=[C:18]([F:22])[CH:17]=1)[CH2:7][C:8]1[CH:13]=[CH:12][C:11]([O:14][CH3:15])=[CH:10][CH:9]=1)[CH2:3][OH:4].[N:23]#[C:24]Br. (5) Given the product [C:34]([NH:33][C:29]1[CH:28]=[C:27]([CH:24]2[CH2:25][CH2:26][N:21]([CH2:20][CH2:19][CH2:18][NH:17][C:14]([C:8]3([C:5]4[CH:4]=[CH:3][C:2]([Cl:1])=[CH:7][CH:6]=4)[CH2:9][CH2:10][CH2:11][CH2:12][CH2:13]3)=[O:16])[CH2:22][CH2:23]2)[CH:32]=[CH:31][CH:30]=1)(=[O:38])[CH2:35][CH2:36][CH3:37], predict the reactants needed to synthesize it. The reactants are: [Cl:1][C:2]1[CH:7]=[CH:6][C:5]([C:8]2([C:14]([OH:16])=O)[CH2:13][CH2:12][CH2:11][CH2:10][CH2:9]2)=[CH:4][CH:3]=1.[NH2:17][CH2:18][CH2:19][CH2:20][N:21]1[CH2:26][CH2:25][CH:24]([C:27]2[CH:28]=[C:29]([NH:33][C:34](=[O:38])[CH2:35][CH2:36][CH3:37])[CH:30]=[CH:31][CH:32]=2)[CH2:23][CH2:22]1. (6) Given the product [ClH:14].[Br:3][C:4]1[CH:12]=[C:11]2[C:7]([CH:8]([C:15]3[C:24]4[C:19](=[CH:20][CH:21]=[CH:22][CH:23]=4)[N:18]=[CH:17][N:16]=3)[C:9](=[O:13])[NH:10]2)=[CH:6][CH:5]=1, predict the reactants needed to synthesize it. The reactants are: [H-].[Na+].[Br:3][C:4]1[CH:12]=[C:11]2[C:7]([CH2:8][C:9](=[O:13])[NH:10]2)=[CH:6][CH:5]=1.[Cl:14][C:15]1[C:24]2[C:19](=[CH:20][CH:21]=[CH:22][CH:23]=2)[N:18]=[CH:17][N:16]=1.